This data is from Full USPTO retrosynthesis dataset with 1.9M reactions from patents (1976-2016). The task is: Predict the reactants needed to synthesize the given product. (1) Given the product [S:1]1[C:2]2[CH2:6][CH2:7][O:8][CH2:9][C:3]=2[CH:4]=[CH:5]1, predict the reactants needed to synthesize it. The reactants are: [S:1]1[CH:5]=[CH:4][CH:3]=[C:2]1[CH2:6][CH2:7][OH:8].[CH2:9]=O.[In+3]. (2) Given the product [O:4]=[C:5]1[CH2:9][CH2:8][CH2:7][N:6]1[C:10]1[O:11][C:12]([C:19]([OH:21])=[O:20])=[C:13]([C:15]([F:18])([F:17])[F:16])[N:14]=1, predict the reactants needed to synthesize it. The reactants are: O[Li].O.[O:4]=[C:5]1[CH2:9][CH2:8][CH2:7][N:6]1[C:10]1[O:11][C:12]([C:19]([O:21]CC)=[O:20])=[C:13]([C:15]([F:18])([F:17])[F:16])[N:14]=1.Cl. (3) Given the product [NH:22]1[C:15]2=[N:16][CH:17]=[C:18]([C:19]([NH2:21])=[O:20])[CH:13]=[C:14]2[CH:24]=[CH:23]1, predict the reactants needed to synthesize it. The reactants are: OC12CC3CC(CC(C3N[C:13]3[C:18]([C:19]([NH2:21])=[O:20])=[CH:17][N:16]=[C:15]4[NH:22][CH:23]=[CH:24][C:14]=34)C1)C2. (4) The reactants are: [CH3:1][C:2]1[N:3]=[N:4][N:5]([CH3:24])[C:6]=1[C:7]1[CH:19]=[N:18][C:17]2[C:16]3[CH:15]=[CH:14][C:13]([C:20]([O:22][CH3:23])=[O:21])=[CH:12][C:11]=3[NH:10][C:9]=2[CH:8]=1.[O:25]1[CH2:30][CH2:29][CH:28]([CH2:31]O)[CH2:27][CH2:26]1.[C:33]1(P([C:33]2[CH:38]=[CH:37][CH:36]=[CH:35][CH:34]=2)[C:33]2[CH:38]=[CH:37][CH:36]=[CH:35][CH:34]=2)[CH:38]=[CH:37][CH:36]=[CH:35][CH:34]=1.C[CH:53]([O:55]C(/N=N/C(OC(C)C)=O)=O)C. Given the product [CH3:1][C:2]1[N:3]=[N:4][N:5]([CH3:24])[C:6]=1[C:7]1[CH:19]=[N:18][C:17]2[C:16]3[CH:15]=[CH:14][C:13]([C:20]([O:22][CH3:23])=[O:21])=[CH:12][C:11]=3[N:10]([CH:31]([C:36]3[CH:37]=[CH:38][C:33]([O:55][CH3:53])=[CH:34][CH:35]=3)[CH:28]3[CH2:27][CH2:26][O:25][CH2:30][CH2:29]3)[C:9]=2[CH:8]=1, predict the reactants needed to synthesize it. (5) Given the product [CH3:42][O:41][C:40]1[C:34]2[O:33][CH:32]([CH2:31][NH2:28])[CH2:36][C:35]=2[CH:37]=[CH:38][CH:39]=1, predict the reactants needed to synthesize it. The reactants are: CC1C=CC(S(OCC2CC3C=CC=C(OC)C=3O2)(=O)=O)=CC=1.[N-]=[N+]=[N-].[Na+].[N:28]([CH2:31][CH:32]1[CH2:36][C:35]2[CH:37]=[CH:38][CH:39]=[C:40]([O:41][CH3:42])[C:34]=2[O:33]1)=[N+]=[N-].[N-]=[N+]=[N-].